Dataset: Catalyst prediction with 721,799 reactions and 888 catalyst types from USPTO. Task: Predict which catalyst facilitates the given reaction. (1) Reactant: [CH3:1][C:2]1[N:3]=[C:4]([NH:7][C:8]2[CH:13]=[C:12]([O:14][C:15]3[CH:16]=[C:17]([CH:21]=[CH:22][CH:23]=3)[C:18]([OH:20])=O)[CH:11]=[CH:10][N:9]=2)[S:5][CH:6]=1.C(N(CC)CC)C.C([Cl:36])(=O)OCC.[O:37]1[CH2:42][CH2:41][N:40]([CH2:43][CH2:44][CH2:45][NH2:46])[CH2:39][CH2:38]1. Product: [ClH:36].[ClH:36].[CH3:1][C:2]1[N:3]=[C:4]([NH:7][C:8]2[CH:13]=[C:12]([O:14][C:15]3[CH:16]=[C:17]([CH:21]=[CH:22][CH:23]=3)[C:18]([NH:46][CH2:45][CH2:44][CH2:43][N:40]3[CH2:41][CH2:42][O:37][CH2:38][CH2:39]3)=[O:20])[CH:11]=[CH:10][N:9]=2)[S:5][CH:6]=1. The catalyst class is: 1. (2) Reactant: [CH:1]1[C:2]([CH2:10][C@@H:11]([NH2:28])[CH2:12][C:13]([N:15]2[CH2:27][C:19]3=[N:20][N:21]=[C:22]([C:23]([F:26])([F:25])[F:24])[N:18]3[CH2:17][CH2:16]2)=[O:14])=[C:3]([F:9])[CH:4]=[C:5]([F:8])[C:6]=1[F:7].[P:29](=[O:33])([OH:32])([OH:31])[OH:30]. Product: [CH2:16]1[N:15]([C:13]([CH2:12][C@H:11]([NH2:28])[CH2:10][C:2]2[C:3]([F:9])=[CH:4][C:5]([F:8])=[C:6]([F:7])[CH:1]=2)=[O:14])[CH2:27][C:19]2=[N:20][N:21]=[C:22]([C:23]([F:24])([F:26])[F:25])[N:18]2[CH2:17]1.[OH2:30].[OH:31][P:29]([OH:33])([OH:32])=[O:30]. The catalyst class is: 252. (3) Reactant: [C:1]([O:5][C:6](=[O:19])[CH2:7][C@H:8]1[CH2:13][C@@H:12]([CH2:14][C:15]#[N:16])[O:11][C:10]([CH3:18])([CH3:17])[O:9]1)([CH3:4])([CH3:3])[CH3:2].C1(C)C=CC=CC=1.N.CO.N#N. Product: [C:1]([O:5][C:6](=[O:19])[CH2:7][C@H:8]1[CH2:13][C@@H:12]([CH2:14][CH2:15][NH2:16])[O:11][C:10]([CH3:18])([CH3:17])[O:9]1)([CH3:2])([CH3:4])[CH3:3]. The catalyst class is: 227. (4) Product: [C:22]([C:26]1[C:27]2[CH:45]=[CH:44][CH:43]=[CH:42][C:28]=2[S:29][C:30]=1[S:31][C:3]1[C:4](=[O:21])[O:5][C:6]([CH2:11][CH2:12][C:13]2[CH:18]=[CH:17][CH:16]=[CH:15][C:14]=2[CH2:19][OH:20])([CH:8]([CH3:9])[CH3:10])[CH2:7][C:2]=1[OH:1])([CH3:25])([CH3:23])[CH3:24]. Reactant: [OH:1][C:2]1[CH2:7][C:6]([CH2:11][CH2:12][C:13]2[CH:18]=[CH:17][CH:16]=[CH:15][C:14]=2[CH2:19][OH:20])([CH:8]([CH3:10])[CH3:9])[O:5][C:4](=[O:21])[CH:3]=1.[C:22]([C:26]1[C:27]2[CH:45]=[CH:44][CH:43]=[CH:42][C:28]=2[S:29][C:30]=1[S:31]S(C1C=CC(C)=CC=1)(=O)=O)([CH3:25])([CH3:24])[CH3:23].C(=O)([O-])[O-].[K+].[K+]. The catalyst class is: 3. (5) Reactant: C[O:2][C:3]([CH:5]1[CH2:7][CH:6]1[C:8]1[CH:13]=[C:12]([F:14])[C:11]([O:15][CH2:16][C:17]2[C:18]([S:23][CH2:24][CH:25]3[CH2:27][CH2:26]3)=[N:19][CH:20]=[CH:21][CH:22]=2)=[C:10]([F:28])[CH:9]=1)=[O:4].[OH-].[Na+]. The catalyst class is: 36. Product: [CH:25]1([CH2:24][S:23][C:18]2[C:17]([CH2:16][O:15][C:11]3[C:12]([F:14])=[CH:13][C:8]([CH:6]4[CH2:7][CH:5]4[C:3]([OH:4])=[O:2])=[CH:9][C:10]=3[F:28])=[CH:22][CH:21]=[CH:20][N:19]=2)[CH2:27][CH2:26]1. (6) Reactant: C([C:3]1([CH2:9][C:10]2[CH:15]=[CH:14][C:13]([CH:16]([CH3:20])[C:17]([OH:19])=[O:18])=[CH:12][CH:11]=2)[C:7](=[O:8])[CH2:6][S:5][CH2:4]1)#N.S(=O)(=O)(O)O. Product: [O:8]=[C:7]1[CH2:6][S:5][CH2:4][CH:3]1[CH2:9][C:10]1[CH:15]=[CH:14][C:13]([CH:16]([CH3:20])[C:17]([OH:19])=[O:18])=[CH:12][CH:11]=1. The catalyst class is: 12. (7) Reactant: [NH:1]1[C:9]2[C:4](=[CH:5][C:6]([NH:10][C:11]([C:13]3[O:17][C:16]([N:18]4[CH2:23][CH2:22][CH2:21][CH:20]([CH3:24])[CH2:19]4)=[N:15][C:14]=3[C:25]([F:28])([F:27])[F:26])=[O:12])=[CH:7][CH:8]=2)[CH:3]=[CH:2]1.C(=O)([O-])[O-].[Cs+].[Cs+].[F:35][C:36]1[CH:41]=[CH:40][CH:39]=[CH:38][C:37]=1[NH:42][C:43](=[O:46])[CH:44]=[CH2:45]. Product: [F:35][C:36]1[CH:41]=[CH:40][CH:39]=[CH:38][C:37]=1[NH:42][C:43](=[O:46])[CH2:44][CH2:45][N:1]1[C:9]2[C:4](=[CH:5][C:6]([NH:10][C:11]([C:13]3[O:17][C:16]([N:18]4[CH2:23][CH2:22][CH2:21][CH:20]([CH3:24])[CH2:19]4)=[N:15][C:14]=3[C:25]([F:27])([F:28])[F:26])=[O:12])=[CH:7][CH:8]=2)[CH:3]=[CH:2]1. The catalyst class is: 10. (8) The catalyst class is: 16. Reactant: C(O[C:4]([C:6]1[C:7]2[S:15][CH:14]=[C:13]([CH2:16][O:17][C:18]3[CH:23]=[CH:22][CH:21]=[C:20]([CH2:24][O:25][C:26]4[CH:31]=[CH:30][C:29]([Cl:32])=[CH:28][CH:27]=4)[CH:19]=3)[C:8]=2[C:9]([NH2:12])=[N:10][CH:11]=1)=[O:5])C.[CH2:33]([CH2:35][NH2:36])[OH:34]. Product: [OH:34][CH2:33][CH2:35][NH:36][C:4]([C:6]1[C:7]2[S:15][CH:14]=[C:13]([CH2:16][O:17][C:18]3[CH:23]=[CH:22][CH:21]=[C:20]([CH2:24][O:25][C:26]4[CH:31]=[CH:30][C:29]([Cl:32])=[CH:28][CH:27]=4)[CH:19]=3)[C:8]=2[C:9]([NH2:12])=[N:10][CH:11]=1)=[O:5]. (9) Reactant: [C:14]1(P([C:14]2[CH:19]=[CH:18][CH:17]=[CH:16][CH:15]=2)[C:14]2[CH:19]=[CH:18][CH:17]=[CH:16][CH:15]=2)[CH:19]=[CH:18][CH:17]=[CH:16][CH:15]=1.[C:20]1(=[O:30])[NH:24][C:23](=[O:25])[C:22]2=[CH:26][CH:27]=[CH:28][CH:29]=[C:21]12.N(C(O[CH:42]([CH3:44])[CH3:43])=O)=NC(OC(C)C)=O. Product: [CH3:20]/[C:21](/[CH2:22][CH2:26][CH:27]=[C:42]([CH3:43])[CH3:44])=[CH:29]\[CH:28]([N:24]1[C:20](=[O:30])[C:21]2[C:22](=[CH:26][CH:27]=[CH:28][CH:29]=2)[C:23]1=[O:25])[C:14]1[CH:15]=[CH:16][CH:17]=[CH:18][CH:19]=1. The catalyst class is: 1.